From a dataset of Reaction yield outcomes from USPTO patents with 853,638 reactions. Predict the reaction yield, written as a fraction of the theoretical maximum amount of product (1.0 means a 100% yield; for example, 0.34 means a 34% yield). (1) The reactants are [Cl:1][C:2]1[C:3](I)=[C:4]([F:9])[C:5]([NH2:8])=[N:6][CH:7]=1.[CH3:11][N:12](C=O)C.CCOC(C)=O. The catalyst is [Cl-].[Na+].O.[C-]#N.[Zn+2].[C-]#N.C1C=CC([P]([Pd]([P](C2C=CC=CC=2)(C2C=CC=CC=2)C2C=CC=CC=2)([P](C2C=CC=CC=2)(C2C=CC=CC=2)C2C=CC=CC=2)[P](C2C=CC=CC=2)(C2C=CC=CC=2)C2C=CC=CC=2)(C2C=CC=CC=2)C2C=CC=CC=2)=CC=1. The product is [NH2:8][C:5]1[C:4]([F:9])=[C:3]([C:2]([Cl:1])=[CH:7][N:6]=1)[C:11]#[N:12]. The yield is 0.690. (2) The reactants are [Cl:1][C:2]1[N:3]=[N:4][C:5]([Cl:9])=[CH:6][C:7]=1Cl.[CH3:10][C@H:11]1[CH2:16][O:15][CH2:14][CH2:13][NH:12]1.CCN(C(C)C)C(C)C.O. The catalyst is CN1C(=O)CCC1. The product is [Cl:1][C:2]1[N:3]=[N:4][C:5]([Cl:9])=[CH:6][C:7]=1[N:12]1[CH2:13][CH2:14][O:15][CH2:16][C@@H:11]1[CH3:10]. The yield is 0.620. (3) The reactants are [CH:1]([C:4]1[CH:13]=[C:12]([O:14][CH3:15])[C:11]([N+:16]([O-:18])=[O:17])=[CH:10][C:5]=1[O:6][CH2:7][C:8]#[N:9])([CH3:3])[CH3:2].CC(O[CH:24]([N:28]([CH3:30])C)[N:25](C)C)(C)C.Cl.[NH2:32]C1C=CC=CC=1.C(=O)(O)O.NC(N)=N. The catalyst is CCO.CN1C(=O)CCC1. The product is [CH:1]([C:4]1[CH:13]=[C:12]([O:14][CH3:15])[C:11]([N+:16]([O-:18])=[O:17])=[CH:10][C:5]=1[O:6][C:7]1[C:24]([NH2:25])=[N:28][C:30]([NH2:32])=[N:9][CH:8]=1)([CH3:3])[CH3:2]. The yield is 0.630. (4) The reactants are [Cl-].[Cl-].[Cl-].[Al+3].[Cl:5][C:6]1[CH:15]=[N:14][C:13]2[C:8](=[CH:9][CH:10]=[C:11]([O:16]C)[CH:12]=2)[N:7]=1.C1(C)C=CC=CC=1.CCCCCC.C(OCC)(=O)C. The catalyst is O. The product is [Cl:5][C:6]1[CH:15]=[N:14][C:13]2[C:8](=[CH:9][CH:10]=[C:11]([OH:16])[CH:12]=2)[N:7]=1. The yield is 0.790. (5) The reactants are Cl[C:2]1[N:7]=[C:6](Cl)[C:5]([F:9])=[CH:4][N:3]=1.[N+:10]([C:13]1[CH:14]=[C:15]([CH:17]=[CH:18][CH:19]=1)[NH2:16])([O-:12])=[O:11]. The catalyst is CO.O. The product is [N+:10]([C:13]1[CH:14]=[C:15]([NH:16][C:2]2[N:7]=[C:6]([NH:16][C:15]3[CH:17]=[CH:18][CH:19]=[C:13]([N+:10]([O-:12])=[O:11])[CH:14]=3)[C:5]([F:9])=[CH:4][N:3]=2)[CH:17]=[CH:18][CH:19]=1)([O-:12])=[O:11]. The yield is 0.760.